This data is from Reaction yield outcomes from USPTO patents with 853,638 reactions. The task is: Predict the reaction yield, written as a fraction of the theoretical maximum amount of product (1.0 means a 100% yield; for example, 0.34 means a 34% yield). (1) The reactants are [CH2:1]([O:4][NH:5][C@H:6]1[CH2:11][NH:10][C@H:9]([C:12]([NH2:14])=[O:13])[C:8]([CH3:15])=[C:7]1[CH3:16])[CH:2]=[CH2:3].[CH2:17]([O:20]N1C(=O)N2C[C@H]1C(C)=C[C@H]2CO[Si](C(C)(C)C)(C)C)C=C. No catalyst specified. The product is [CH2:1]([O:4][N:5]1[C:17](=[O:20])[N:10]2[CH2:11][C@H:6]1[C:7]([CH3:16])=[C:8]([CH3:15])[C@H:9]2[C:12]([NH2:14])=[O:13])[CH:2]=[CH2:3]. The yield is 0.665. (2) The reactants are [Br:1][C:2]1[CH:10]=[CH:9][C:5]([C:6]([OH:8])=[O:7])=[C:4]([CH2:11][CH3:12])[CH:3]=1.O=S(Cl)Cl.[CH3:17]O. No catalyst specified. The product is [Br:1][C:2]1[CH:10]=[CH:9][C:5]([C:6]([O:8][CH3:17])=[O:7])=[C:4]([CH2:11][CH3:12])[CH:3]=1. The yield is 0.870.